The task is: Predict the reactants needed to synthesize the given product.. This data is from Full USPTO retrosynthesis dataset with 1.9M reactions from patents (1976-2016). (1) Given the product [Cl:24][C:23]1[C:18]([N:14]2[CH2:15][CH2:16][CH:11]([S:8]([C:4]3[CH:5]=[CH:6][CH:7]=[C:2]([Cl:1])[CH:3]=3)(=[O:10])=[O:9])[CH2:12][CH2:13]2)=[N:19][CH:20]=[CH:21][CH:22]=1, predict the reactants needed to synthesize it. The reactants are: [Cl:1][C:2]1[CH:3]=[C:4]([S:8]([CH:11]2[CH2:16][CH2:15][NH:14][CH2:13][CH2:12]2)(=[O:10])=[O:9])[CH:5]=[CH:6][CH:7]=1.Cl[C:18]1[C:23]([Cl:24])=[CH:22][CH:21]=[CH:20][N:19]=1.CCN(C(C)C)C(C)C. (2) The reactants are: [CH3:1][S:2]([N:5]([CH3:29])[C:6]1[CH:11]=[CH:10][CH:9]=[CH:8][C:7]=1[C:12]1[N:20]2[C:15]([CH:16]=[N:17][C:18](OS(C(F)(F)F)(=O)=O)=[N:19]2)=[CH:14][CH:13]=1)(=[O:4])=[O:3].[NH2:30][C:31]1[CH:36]=[CH:35][C:34]([CH:37]2[N:42]([CH3:43])[CH2:41][CH2:40][N:39]([CH3:44])[C:38]2=[O:45])=[CH:33][CH:32]=1. Given the product [CH3:43][N:42]1[CH2:41][CH2:40][N:39]([CH3:44])[C:38](=[O:45])[CH:37]1[C:34]1[CH:35]=[CH:36][C:31]([NH:30][C:18]2[N:17]=[CH:16][C:15]3=[CH:14][CH:13]=[C:12]([C:7]4[CH:8]=[CH:9][CH:10]=[CH:11][C:6]=4[N:5]([CH3:29])[S:2]([CH3:1])(=[O:4])=[O:3])[N:20]3[N:19]=2)=[CH:32][CH:33]=1, predict the reactants needed to synthesize it. (3) Given the product [N:14]([CH2:8][C:7]1[CH:10]=[CH:11][C:4]([O:3][C:2]([F:13])([F:12])[F:1])=[CH:5][CH:6]=1)=[N+:15]=[N-:16], predict the reactants needed to synthesize it. The reactants are: [F:1][C:2]([F:13])([F:12])[O:3][C:4]1[CH:11]=[CH:10][C:7]([CH2:8]Br)=[CH:6][CH:5]=1.[N-:14]=[N+:15]=[N-:16].[Na+]. (4) The reactants are: Br[C:2]1[N:7]=[C:6]([NH:8][CH2:9][CH2:10][N:11]2[CH2:16][CH2:15][O:14][CH2:13][CH2:12]2)[C:5]([NH2:17])=[N:4][CH:3]=1.BrC1N=[C:21](N)[C:22](N)=NC=1.[O:27]1CCN(CCN)C[CH2:28]1.C(N(C(C)C)CC)(C)C.[CH2:45]([OH:49])[CH2:46][CH2:47][CH3:48]. Given the product [OH:49][C:45]1[CH:22]=[CH:21][C:48]([C:2]2[N:7]=[C:6]3[N:8]([CH2:9][CH2:10][N:11]4[CH2:16][CH2:15][O:14][CH2:13][CH2:12]4)[C:28](=[O:27])[NH:17][C:5]3=[N:4][CH:3]=2)=[CH:47][CH:46]=1, predict the reactants needed to synthesize it. (5) Given the product [Br:11][C:12]1[C:16]2[S:17][CH:18]=[C:19]([CH2:20][CH2:21][CH2:22][CH2:23][CH2:24][CH2:25][CH2:26][CH2:27][CH2:28][CH2:29][CH2:30][CH2:31][CH3:32])[C:15]=2[S:14][CH:13]=1, predict the reactants needed to synthesize it. The reactants are: N1C2C(=CC=CC=2)C=CC=1.[Br:11][C:12]1[C:16]2[S:17][C:18](C(O)=O)=[C:19]([CH2:20][CH2:21][CH2:22][CH2:23][CH2:24][CH2:25][CH2:26][CH2:27][CH2:28][CH2:29][CH2:30][CH2:31][CH3:32])[C:15]=2[S:14][CH:13]=1. (6) Given the product [CH:21]1([NH:24][CH2:25][C@@H:26]2[CH2:30][CH2:29][CH2:28][N:27]2[C:31]([C:33]2[C:34]([CH3:41])=[C:35](/[CH:39]=[C:14]3\[C:15](=[O:20])[NH:16][C:17]4[C:13]\3=[CH:12][C:11]([S:8]([CH2:7][C:1]3[CH:2]=[CH:3][CH:4]=[CH:5][CH:6]=3)(=[O:10])=[O:9])=[CH:19][CH:18]=4)[NH:36][C:37]=2[CH3:38])=[O:32])[CH2:22][CH2:23]1, predict the reactants needed to synthesize it. The reactants are: [C:1]1([CH2:7][S:8]([C:11]2[CH:12]=[C:13]3[C:17](=[CH:18][CH:19]=2)[NH:16][C:15](=[O:20])[CH2:14]3)(=[O:10])=[O:9])[CH:6]=[CH:5][CH:4]=[CH:3][CH:2]=1.[CH:21]1([NH:24][CH2:25][C@@H:26]2[CH2:30][CH2:29][CH2:28][N:27]2[C:31]([C:33]2[C:34]([CH3:41])=[C:35]([CH:39]=O)[NH:36][C:37]=2[CH3:38])=[O:32])[CH2:23][CH2:22]1. (7) Given the product [CH2:27]([Sn:18]([CH2:19][CH2:20][CH2:21][CH3:22])([CH2:23][CH2:24][CH2:25][CH3:26])[C:36]1[O:32][C:33]([C:14]2[O:13][C:12]([CH2:6][CH2:7][CH2:8][CH2:9][CH2:10][CH3:11])=[CH:16][CH:15]=2)=[CH:34][CH:35]=1)[CH2:28][CH2:29][CH3:30], predict the reactants needed to synthesize it. The reactants are: [Li]CCCC.[CH2:6]([C:12]1[O:13][C:14](I)=[CH:15][CH:16]=1)[CH2:7][CH2:8][CH2:9][CH2:10][CH3:11].[Sn:18](Cl)([CH2:27][CH2:28][CH2:29][CH3:30])([CH2:23][CH2:24][CH2:25][CH3:26])[CH2:19][CH2:20][CH2:21][CH3:22].[O:32]1[CH2:36][CH2:35][CH2:34][CH2:33]1. (8) Given the product [CH3:4][C:2](=[CH2:3])[C:1]([NH:14][C:13]1[CH:15]=[CH:16][C:10]([N+:7]([O-:9])=[O:8])=[CH:11][CH:12]=1)=[O:5], predict the reactants needed to synthesize it. The reactants are: [C:1](Cl)(=[O:5])[C:2]([CH3:4])=[CH2:3].[N+:7]([C:10]1[CH:16]=[CH:15][C:13]([NH2:14])=[CH:12][CH:11]=1)([O-:9])=[O:8].C([O-])([O-])=O.[Na+].[Na+].